From a dataset of Peptide-MHC class II binding affinity with 134,281 pairs from IEDB. Regression. Given a peptide amino acid sequence and an MHC pseudo amino acid sequence, predict their binding affinity value. This is MHC class II binding data. (1) The peptide sequence is KDLFNTKSDSIYQ. The MHC is HLA-DQA10501-DQB10301 with pseudo-sequence HLA-DQA10501-DQB10301. The binding affinity (normalized) is 0.0347. (2) The binding affinity (normalized) is 0.230. The peptide sequence is LSPISNMVSMANNHM. The MHC is HLA-DQA10101-DQB10501 with pseudo-sequence HLA-DQA10101-DQB10501. (3) The peptide sequence is WNSGNEWITDFAGKT. The MHC is DRB1_1302 with pseudo-sequence DRB1_1302. The binding affinity (normalized) is 0.188. (4) The peptide sequence is SSMHLIVQNAYKQMI. The MHC is DRB1_0101 with pseudo-sequence DRB1_0101. The binding affinity (normalized) is 0.768. (5) The peptide sequence is YKKYFAATQFEPLAA. The MHC is HLA-DQA10401-DQB10402 with pseudo-sequence HLA-DQA10401-DQB10402. The binding affinity (normalized) is 0.556.